This data is from Peptide-MHC class I binding affinity with 185,985 pairs from IEDB/IMGT. The task is: Regression. Given a peptide amino acid sequence and an MHC pseudo amino acid sequence, predict their binding affinity value. This is MHC class I binding data. (1) The peptide sequence is EELSLMYEAL. The MHC is HLA-B44:02 with pseudo-sequence HLA-B44:02. The binding affinity (normalized) is 0.308. (2) The peptide sequence is NASQHPQQV. The MHC is HLA-B40:01 with pseudo-sequence HLA-B40:01. The binding affinity (normalized) is 0.0847. (3) The peptide sequence is TLLFLKVPV. The MHC is HLA-A02:01 with pseudo-sequence HLA-A02:01. The binding affinity (normalized) is 0.803. (4) The peptide sequence is LPQSCYLNF. The MHC is H-2-Dd with pseudo-sequence H-2-Dd. The binding affinity (normalized) is 0.188. (5) The peptide sequence is EEVSFQGRG. The MHC is HLA-B18:01 with pseudo-sequence HLA-B18:01. The binding affinity (normalized) is 0.346.